Regression. Given a peptide amino acid sequence and an MHC pseudo amino acid sequence, predict their binding affinity value. This is MHC class I binding data. From a dataset of Peptide-MHC class I binding affinity with 185,985 pairs from IEDB/IMGT. (1) The peptide sequence is ISDPAFKVF. The MHC is HLA-A01:01 with pseudo-sequence HLA-A01:01. The binding affinity (normalized) is 0.0847. (2) The peptide sequence is HRYLIRQSM. The MHC is HLA-C14:02 with pseudo-sequence HLA-C14:02. The binding affinity (normalized) is 0.898.